Dataset: Forward reaction prediction with 1.9M reactions from USPTO patents (1976-2016). Task: Predict the product of the given reaction. Given the reactants [NH2:1][C:2]1[N:11]=[C:10]([NH:12][C@H:13]2[CH2:18][CH2:17][CH2:16][CH2:15][C@H:14]2[NH2:19])[C:9]2[C:4](=[CH:5][CH:6]=[C:7]([CH3:20])[CH:8]=2)[N:3]=1.[C:21]([O:25][C:26]([NH:28][C:29](N1C=CC=N1)=[N:30][C:31]([O:33][C:34]([CH3:37])([CH3:36])[CH3:35])=[O:32])=[O:27])([CH3:24])([CH3:23])[CH3:22].O, predict the reaction product. The product is: [C:34]([O:33][C:31]([NH:30][C:29]([NH:19][C@@H:14]1[CH2:15][CH2:16][CH2:17][CH2:18][C@@H:13]1[NH:12][C:10]1[C:9]2[C:4](=[CH:5][CH:6]=[C:7]([CH3:20])[CH:8]=2)[N:3]=[C:2]([NH2:1])[N:11]=1)=[N:28][C:26]([O:25][C:21]([CH3:24])([CH3:23])[CH3:22])=[O:27])=[O:32])([CH3:37])([CH3:36])[CH3:35].